From a dataset of Forward reaction prediction with 1.9M reactions from USPTO patents (1976-2016). Predict the product of the given reaction. (1) The product is: [NH2:7][C:8]1[CH:13]=[CH:12][CH:11]=[CH:10][C:9]=1[NH:14][C:15](=[O:49])/[CH:16]=[CH:17]/[C:18]1[CH:23]=[CH:22][C:21]([CH:24]([NH:38][C:39]([CH3:47])([CH3:48])[CH2:40][N:41]2[CH2:42][CH2:43][CH2:44][CH2:45][CH2:46]2)[C:25](=[O:37])[NH:26][C:27]2[CH:32]=[CH:31][C:30]([C:33]([F:35])([F:36])[F:34])=[CH:29][CH:28]=2)=[CH:20][CH:19]=1. Given the reactants C(OC(=O)[NH:7][C:8]1[CH:13]=[CH:12][CH:11]=[CH:10][C:9]=1[NH:14][C:15](=[O:49])/[CH:16]=[CH:17]/[C:18]1[CH:23]=[CH:22][C:21]([CH:24]([NH:38][C:39]([CH3:48])([CH3:47])[CH2:40][N:41]2[CH2:46][CH2:45][CH2:44][CH2:43][CH2:42]2)[C:25](=[O:37])[NH:26][C:27]2[CH:32]=[CH:31][C:30]([C:33]([F:36])([F:35])[F:34])=[CH:29][CH:28]=2)=[CH:20][CH:19]=1)(C)(C)C.Cl, predict the reaction product. (2) Given the reactants [F:1][C:2]1[CH:23]=[CH:22][CH:21]=[C:20]([F:24])[C:3]=1[C:4]([NH:6][C:7]1[C:8]([CH2:18][OH:19])=[N:9][N:10]([CH:12]2[CH2:17][CH2:16][CH2:15][CH2:14][O:13]2)[CH:11]=1)=[O:5], predict the reaction product. The product is: [F:1][C:2]1[CH:23]=[CH:22][CH:21]=[C:20]([F:24])[C:3]=1[C:4]([NH:6][C:7]1[C:8]([CH:18]=[O:19])=[N:9][N:10]([CH:12]2[CH2:17][CH2:16][CH2:15][CH2:14][O:13]2)[CH:11]=1)=[O:5]. (3) Given the reactants [CH3:1][O:2][C:3](=[O:15])[C:4]1[CH:9]=[C:8](I)[C:7]([CH:11]([F:13])[CH3:12])=[CH:6][C:5]=1[NH2:14].[CH3:16][N:17]1[C:21]([Sn](CCCC)(CCCC)CCCC)=[CH:20][CH:19]=[N:18]1, predict the reaction product. The product is: [CH3:1][O:2][C:3](=[O:15])[C:4]1[CH:9]=[C:8]([C:21]2[N:17]([CH3:16])[N:18]=[CH:19][CH:20]=2)[C:7]([CH:11]([F:13])[CH3:12])=[CH:6][C:5]=1[NH2:14]. (4) Given the reactants [NH2:1][C@@H:2]([CH2:12][C:13]1[CH:18]=[CH:17][C:16]([C:19]([F:22])([F:21])[F:20])=[CH:15][CH:14]=1)[C@@H:3]([C:5]1[CH:10]=[CH:9][C:8]([F:11])=[CH:7][CH:6]=1)[OH:4].[CH3:23][C:24]1[C:33]2[C:28](=[CH:29][CH:30]=[CH:31][CH:32]=2)[C:27]([C:34](O)=[O:35])=[CH:26][CH:25]=1.Cl.C(N=C=NCCCN(C)C)C.ON1C2C=CC=CC=2N=N1, predict the reaction product. The product is: [F:11][C:8]1[CH:9]=[CH:10][C:5]([CH:3]([OH:4])[CH:2]([NH:1][C:34]([C:27]2[C:28]3[C:33](=[CH:32][CH:31]=[CH:30][CH:29]=3)[C:24]([CH3:23])=[CH:25][CH:26]=2)=[O:35])[CH2:12][C:13]2[CH:18]=[CH:17][C:16]([C:19]([F:22])([F:20])[F:21])=[CH:15][CH:14]=2)=[CH:6][CH:7]=1. (5) Given the reactants [C:1]([SiH2:5][O:6][C:7]([CH3:28])([CH3:27])[C:8]1[CH:9]=[C:10]([C:14]2[N:22]3[C:17]([CH:18]=[N:19][C:20](S(C)(=O)=O)=[N:21]3)=[CH:16][CH:15]=2)[CH:11]=[CH:12][CH:13]=1)([CH3:4])([CH3:3])[CH3:2].[OH-:29].[Na+].O.Cl, predict the reaction product. The product is: [C:1]([SiH2:5][O:6][C:7]([CH3:28])([CH3:27])[C:8]1[CH:9]=[C:10]([C:14]2[N:22]3[C:17]([CH:18]=[N:19][C:20]([OH:29])=[N:21]3)=[CH:16][CH:15]=2)[CH:11]=[CH:12][CH:13]=1)([CH3:4])([CH3:3])[CH3:2]. (6) Given the reactants [C:1]([C:5]1[O:9][N:8]=[C:7]([NH2:10])[CH:6]=1)([CH3:4])([CH3:3])[CH3:2].C(=O)(O[N:21]1[C:25](=[O:26])[CH2:24][CH2:23][C:22]1=O)O[N:21]1[C:22](=O)[CH2:23][CH2:24][C:25]1=[O:26].[C:29]([C:31]1[CH:32]=C(C=C[CH:37]=1)N)#[CH:30], predict the reaction product. The product is: [CH3:7][CH2:6][CH2:5][CH:1]([CH3:3])[CH3:2].[C:1]([C:5]1[O:9][N:8]=[C:7]([NH:10][C:25]([NH:21][C:22]2[CH:23]=[CH:24][CH:32]=[C:31]([C:29]#[CH:30])[CH:37]=2)=[O:26])[CH:6]=1)([CH3:4])([CH3:3])[CH3:2].